Task: Regression. Given two drug SMILES strings and cell line genomic features, predict the synergy score measuring deviation from expected non-interaction effect.. Dataset: NCI-60 drug combinations with 297,098 pairs across 59 cell lines (1) Drug 1: C1=CC=C(C(=C1)C(C2=CC=C(C=C2)Cl)C(Cl)Cl)Cl. Drug 2: CC1C(C(CC(O1)OC2CC(CC3=C2C(=C4C(=C3O)C(=O)C5=C(C4=O)C(=CC=C5)OC)O)(C(=O)CO)O)N)O.Cl. Cell line: OVCAR-4. Synergy scores: CSS=34.9, Synergy_ZIP=-8.49, Synergy_Bliss=-9.67, Synergy_Loewe=-5.92, Synergy_HSA=-4.35. (2) Drug 1: CC=C1C(=O)NC(C(=O)OC2CC(=O)NC(C(=O)NC(CSSCCC=C2)C(=O)N1)C(C)C)C(C)C. Drug 2: CN1C2=C(C=C(C=C2)N(CCCl)CCCl)N=C1CCCC(=O)O.Cl. Cell line: SF-295. Synergy scores: CSS=17.5, Synergy_ZIP=4.29, Synergy_Bliss=6.86, Synergy_Loewe=-22.1, Synergy_HSA=5.68. (3) Drug 1: CCCCC(=O)OCC(=O)C1(CC(C2=C(C1)C(=C3C(=C2O)C(=O)C4=C(C3=O)C=CC=C4OC)O)OC5CC(C(C(O5)C)O)NC(=O)C(F)(F)F)O. Drug 2: CCN(CC)CCCC(C)NC1=C2C=C(C=CC2=NC3=C1C=CC(=C3)Cl)OC. Cell line: HCT116. Synergy scores: CSS=65.7, Synergy_ZIP=2.15, Synergy_Bliss=3.26, Synergy_Loewe=-4.02, Synergy_HSA=0.539.